From a dataset of NCI-60 drug combinations with 297,098 pairs across 59 cell lines. Regression. Given two drug SMILES strings and cell line genomic features, predict the synergy score measuring deviation from expected non-interaction effect. (1) Drug 1: C1C(C(OC1N2C=C(C(=O)NC2=O)F)CO)O. Drug 2: CCCCCOC(=O)NC1=NC(=O)N(C=C1F)C2C(C(C(O2)C)O)O. Cell line: MDA-MB-435. Synergy scores: CSS=7.21, Synergy_ZIP=-1.02, Synergy_Bliss=1.21, Synergy_Loewe=0.258, Synergy_HSA=2.16. (2) Synergy scores: CSS=59.1, Synergy_ZIP=0.629, Synergy_Bliss=2.46, Synergy_Loewe=6.18, Synergy_HSA=8.01. Drug 2: CCC1(C2=C(COC1=O)C(=O)N3CC4=CC5=C(C=CC(=C5CN(C)C)O)N=C4C3=C2)O.Cl. Cell line: HCT116. Drug 1: CS(=O)(=O)OCCCCOS(=O)(=O)C. (3) Drug 1: C1CCC(CC1)NC(=O)N(CCCl)N=O. Drug 2: C1=C(C(=O)NC(=O)N1)F. Cell line: SNB-19. Synergy scores: CSS=42.1, Synergy_ZIP=2.81, Synergy_Bliss=2.71, Synergy_Loewe=7.47, Synergy_HSA=7.98. (4) Cell line: ACHN. Synergy scores: CSS=55.5, Synergy_ZIP=-3.37, Synergy_Bliss=-1.85, Synergy_Loewe=-11.4, Synergy_HSA=-0.433. Drug 1: CC1OCC2C(O1)C(C(C(O2)OC3C4COC(=O)C4C(C5=CC6=C(C=C35)OCO6)C7=CC(=C(C(=C7)OC)O)OC)O)O. Drug 2: CCCS(=O)(=O)NC1=C(C(=C(C=C1)F)C(=O)C2=CNC3=C2C=C(C=N3)C4=CC=C(C=C4)Cl)F. (5) Drug 1: CN1CCC(CC1)COC2=C(C=C3C(=C2)N=CN=C3NC4=C(C=C(C=C4)Br)F)OC. Drug 2: CCCCCOC(=O)NC1=NC(=O)N(C=C1F)C2C(C(C(O2)C)O)O. Cell line: MOLT-4. Synergy scores: CSS=8.44, Synergy_ZIP=-2.28, Synergy_Bliss=4.23, Synergy_Loewe=-2.53, Synergy_HSA=3.48. (6) Drug 1: CC1OCC2C(O1)C(C(C(O2)OC3C4COC(=O)C4C(C5=CC6=C(C=C35)OCO6)C7=CC(=C(C(=C7)OC)O)OC)O)O. Drug 2: C1=C(C(=O)NC(=O)N1)N(CCCl)CCCl. Cell line: SNB-19. Synergy scores: CSS=54.2, Synergy_ZIP=7.57, Synergy_Bliss=7.18, Synergy_Loewe=5.55, Synergy_HSA=10.9.